The task is: Regression. Given two drug SMILES strings and cell line genomic features, predict the synergy score measuring deviation from expected non-interaction effect.. This data is from NCI-60 drug combinations with 297,098 pairs across 59 cell lines. (1) Drug 1: C1CCC(C1)C(CC#N)N2C=C(C=N2)C3=C4C=CNC4=NC=N3. Drug 2: CN1CCC(CC1)COC2=C(C=C3C(=C2)N=CN=C3NC4=C(C=C(C=C4)Br)F)OC. Cell line: UACC-257. Synergy scores: CSS=2.34, Synergy_ZIP=0.0759, Synergy_Bliss=2.63, Synergy_Loewe=-4.64, Synergy_HSA=-0.188. (2) Drug 2: CC1=C(C(CCC1)(C)C)C=CC(=CC=CC(=CC(=O)O)C)C. Cell line: RXF 393. Drug 1: CC(CN1CC(=O)NC(=O)C1)N2CC(=O)NC(=O)C2. Synergy scores: CSS=13.6, Synergy_ZIP=-3.63, Synergy_Bliss=0.955, Synergy_Loewe=3.33, Synergy_HSA=3.42. (3) Drug 2: CN1C(=O)N2C=NC(=C2N=N1)C(=O)N. Synergy scores: CSS=35.2, Synergy_ZIP=-7.35, Synergy_Bliss=-6.21, Synergy_Loewe=-9.93, Synergy_HSA=-4.21. Drug 1: C1CC(C1)(C(=O)O)C(=O)O.[NH2-].[NH2-].[Pt+2]. Cell line: NCI-H460. (4) Drug 1: CC12CCC(CC1=CCC3C2CCC4(C3CC=C4C5=CN=CC=C5)C)O. Drug 2: COC1=CC(=CC(=C1O)OC)C2C3C(COC3=O)C(C4=CC5=C(C=C24)OCO5)OC6C(C(C7C(O6)COC(O7)C8=CC=CS8)O)O. Cell line: 786-0. Synergy scores: CSS=37.4, Synergy_ZIP=7.03, Synergy_Bliss=8.70, Synergy_Loewe=-2.29, Synergy_HSA=9.56.